Dataset: Forward reaction prediction with 1.9M reactions from USPTO patents (1976-2016). Task: Predict the product of the given reaction. (1) Given the reactants [CH3:1][O:2][NH:3][C:4]([C:6]1[C:7](=[O:29])[C:8]2[CH:13]=[N:12][C:11](S(C)(=O)=O)=[N:10][C:9]=2[N:18]([C:20]2[CH:21]=[C:22]3[C:26](=[CH:27][CH:28]=2)[CH2:25][CH2:24][CH2:23]3)[CH:19]=1)=[O:5].[F:30][C:31]([F:49])([F:48])[S:32]([N:35]1[CH2:40][CH2:39][N:38]([C:41]2[CH:42]=[C:43]([NH2:47])[CH:44]=[CH:45][CH:46]=2)[CH2:37][CH2:36]1)(=[O:34])=[O:33], predict the reaction product. The product is: [CH3:1][O:2][NH:3][C:4]([C:6]1[C:7](=[O:29])[C:8]2[CH:13]=[N:12][C:11]([NH:47][C:43]3[CH:44]=[CH:45][CH:46]=[C:41]([N:38]4[CH2:37][CH2:36][N:35]([S:32]([C:31]([F:30])([F:48])[F:49])(=[O:34])=[O:33])[CH2:40][CH2:39]4)[CH:42]=3)=[N:10][C:9]=2[N:18]([C:20]2[CH:21]=[C:22]3[C:26](=[CH:27][CH:28]=2)[CH2:25][CH2:24][CH2:23]3)[CH:19]=1)=[O:5]. (2) Given the reactants [F:1][C:2]1[C:10]([F:11])=[CH:9][CH:8]=[CH:7][C:3]=1[CH2:4][NH:5][NH2:6].[C:12](/[CH:14]=[C:15](/[O-])\[C:16]([O:18][CH2:19][CH3:20])=[O:17])#[N:13].[Na+].FC(F)(F)C(O)=O, predict the reaction product. The product is: [NH2:13][C:12]1[N:5]([CH2:4][C:3]2[CH:7]=[CH:8][CH:9]=[C:10]([F:11])[C:2]=2[F:1])[N:6]=[C:15]([C:16]([O:18][CH2:19][CH3:20])=[O:17])[CH:14]=1. (3) Given the reactants CC(C1C=C(C(C)C)C(C2C=CC=CC=2P(C2CCCCC2)C2CCCCC2)=C(C(C)C)C=1)C.Cl[C:36]1[N:41]=[C:40]([C:42]2[NH:43][C:44]3[C:49]([CH:50]=2)=[C:48]([F:51])[CH:47]=[CH:46][CH:45]=3)[CH:39]=[N:38][CH:37]=1.[F:52][C:53]1[CH:58]=[CH:57][C:56]([C:59]2[O:60][C:61]3[CH:71]=[C:70]([N:72]([CH3:77])[S:73]([CH3:76])(=[O:75])=[O:74])[C:69](B4OC(C)(C)C(C)(C)O4)=[CH:68][C:62]=3[C:63]=2[C:64]([NH:66][CH3:67])=[O:65])=[CH:55][CH:54]=1.[O-]P([O-])([O-])=O.[K+].[K+].[K+], predict the reaction product. The product is: [F:51][C:48]1[CH:47]=[CH:46][CH:45]=[C:44]2[C:49]=1[CH:50]=[C:42]([C:40]1[N:41]=[C:36]([C:69]3[C:70]([N:72]([CH3:77])[S:73]([CH3:76])(=[O:75])=[O:74])=[CH:71][C:61]4[O:60][C:59]([C:56]5[CH:57]=[CH:58][C:53]([F:52])=[CH:54][CH:55]=5)=[C:63]([C:64]([NH:66][CH3:67])=[O:65])[C:62]=4[CH:68]=3)[CH:37]=[N:38][CH:39]=1)[NH:43]2. (4) Given the reactants [CH:1]([CH:4]1[C:8](=[O:9])[O:7][CH:6]([CH:10]([NH:30][C:31](=[O:37])[O:32][C:33]([CH3:36])([CH3:35])[CH3:34])[CH2:11][CH:12]([CH2:16][C:17]2[CH:22]=[CH:21][C:20]([CH3:23])=[C:19]([O:24][CH2:25][CH2:26][CH2:27][O:28][CH3:29])[CH:18]=2)[CH:13]([CH3:15])[CH3:14])[CH2:5]1)([CH3:3])[CH3:2].[NH2:38][C@H:39]1[CH2:43][CH2:42][N:41]([C:44]([O:46][C:47]([CH3:50])([CH3:49])[CH3:48])=[O:45])[CH2:40]1, predict the reaction product. The product is: [C:33]([O:32][C:31]([NH:30][CH:10]([CH2:11][CH:12]([CH2:16][C:17]1[CH:22]=[CH:21][C:20]([CH3:23])=[C:19]([O:24][CH2:25][CH2:26][CH2:27][O:28][CH3:29])[CH:18]=1)[CH:13]([CH3:14])[CH3:15])[CH:6]([OH:7])[CH2:5][CH:4]([CH:1]([CH3:2])[CH3:3])[C:8]([NH:38][C@H:39]1[CH2:43][CH2:42][N:41]([C:44]([O:46][C:47]([CH3:50])([CH3:49])[CH3:48])=[O:45])[CH2:40]1)=[O:9])=[O:37])([CH3:34])([CH3:36])[CH3:35]. (5) Given the reactants [CH3:1][C:2]1[N:3]([CH2:16][CH2:17][CH2:18][N:19]2[CH2:24][CH2:23][O:22][CH2:21][CH2:20]2)[C:4]([C:10]2[CH:15]=[CH:14][CH:13]=[CH:12][CH:11]=2)=[CH:5][C:6]=1[C:7]([OH:9])=O.S(Cl)(Cl)=O.[F:29][C:30]([F:39])([F:38])[C:31]1[CH:32]=[C:33]([CH:35]=[CH:36][CH:37]=1)[NH2:34].CCN(C(C)C)C(C)C, predict the reaction product. The product is: [F:29][C:30]([F:38])([F:39])[C:31]1[CH:32]=[C:33]([NH:34][C:7]([C:6]2[CH:5]=[C:4]([C:10]3[CH:15]=[CH:14][CH:13]=[CH:12][CH:11]=3)[N:3]([CH2:16][CH2:17][CH2:18][N:19]3[CH2:24][CH2:23][O:22][CH2:21][CH2:20]3)[C:2]=2[CH3:1])=[O:9])[CH:35]=[CH:36][CH:37]=1. (6) Given the reactants C([NH:8][CH:9]1[CH2:14][CH2:13][N:12]([CH:15]2[CH2:17][CH2:16]2)[CH2:11][CH2:10]1)C1C=CC=CC=1, predict the reaction product. The product is: [CH:15]1([N:12]2[CH2:13][CH2:14][CH:9]([NH2:8])[CH2:10][CH2:11]2)[CH2:17][CH2:16]1. (7) Given the reactants [O:1]=[C:2]1[C:11]([C:12]2[CH:16]=[CH:15][N:14]([C:17]3[CH:22]=[CH:21][CH:20]=[CH:19][CH:18]=3)[N:13]=2)=[CH:10][C:9]2[C:4](=[CH:5][C:6]([N:23]3[CH2:28][CH2:27][N:26](C(OC(C)(C)C)=O)[CH2:25][CH2:24]3)=[CH:7][CH:8]=2)[O:3]1, predict the reaction product. The product is: [C:17]1([N:14]2[CH:15]=[CH:16][C:12]([C:11]3[C:2](=[O:1])[O:3][C:4]4[C:9]([CH:10]=3)=[CH:8][CH:7]=[C:6]([N:23]3[CH2:28][CH2:27][NH:26][CH2:25][CH2:24]3)[CH:5]=4)=[N:13]2)[CH:18]=[CH:19][CH:20]=[CH:21][CH:22]=1.